Predict the reactants needed to synthesize the given product. From a dataset of Full USPTO retrosynthesis dataset with 1.9M reactions from patents (1976-2016). (1) Given the product [C:14]([C:3]1[N:4]=[C:5]([CH:8]2[CH2:9][CH2:10][N:11]([C:25]3[N:24]=[C:23]([O:22][C@H:20]([CH3:21])[CH2:19][O:18][CH3:17])[N:28]=[C:27]([C:29]([NH:31][CH2:32][C:33]([F:36])([F:35])[F:34])=[O:30])[CH:26]=3)[CH2:12][CH2:13]2)[CH:6]=[C:7]([N:48]([CH3:49])[CH3:47])[CH:2]=1)(=[O:15])[NH2:16], predict the reactants needed to synthesize it. The reactants are: N[C:2]1[C:3]([C:14]([NH2:16])=[O:15])=[N:4][C:5]([CH:8]2[CH2:13][CH2:12][NH:11][CH2:10][CH2:9]2)=[CH:6][CH:7]=1.[CH3:17][O:18][CH2:19][C@H:20]([O:22][C:23]1[N:28]=[C:27]([C:29]([NH:31][CH2:32][C:33]([F:36])([F:35])[F:34])=[O:30])[CH:26]=[C:25](S(C)(=O)=O)[N:24]=1)[CH3:21].C(=O)([O-])[O-].[K+].[K+].[CH3:47][N:48](C=O)[CH3:49]. (2) Given the product [F:12][C:13]1[CH:14]=[C:15]([N+:20]([O-:22])=[O:21])[CH:16]=[CH:17][C:18]=1[O:11][C:7]1[C:6]2[C:2]([NH2:1])=[N:3][O:4][C:5]=2[CH:10]=[CH:9][CH:8]=1, predict the reactants needed to synthesize it. The reactants are: [NH2:1][C:2]1[C:6]2=[C:7]([OH:11])[CH:8]=[CH:9][CH:10]=[C:5]2[O:4][N:3]=1.[F:12][C:13]1[CH:14]=[C:15]([N+:20]([O-:22])=[O:21])[CH:16]=[CH:17][C:18]=1F.C(=O)([O-])[O-].[K+].[K+]. (3) Given the product [C:1]1([S:7]([N:10]2[C:14]3=[N:15][CH:16]=[C:17]([O:19][CH3:20])[CH:18]=[C:13]3[CH:12]=[C:11]2[C:21](=[O:28])[CH2:22][CH:23]2[CH2:24][CH2:25][CH2:26][CH2:27]2)(=[O:9])=[O:8])[CH:2]=[CH:3][CH:4]=[CH:5][CH:6]=1, predict the reactants needed to synthesize it. The reactants are: [C:1]1([S:7]([N:10]2[C:14]3=[N:15][CH:16]=[C:17]([O:19][CH3:20])[CH:18]=[C:13]3[CH:12]=[C:11]2[CH:21]([OH:28])[CH2:22][CH:23]2[CH2:27][CH2:26][CH2:25][CH2:24]2)(=[O:9])=[O:8])[CH:6]=[CH:5][CH:4]=[CH:3][CH:2]=1.CC(OI1(OC(C)=O)(OC(C)=O)OC(=O)C2C=CC=CC1=2)=O.ClCCl. (4) Given the product [Br:1][C:2]1[CH:3]=[CH:4][C:5]([NH:11][C:12](=[O:31])[C:13]2[CH:18]=[CH:17][CH:16]=[C:15]([S:19]([N:22]([C:24]3[CH:29]=[CH:28][C:27]([Cl:30])=[CH:26][CH:25]=3)[CH3:23])(=[O:21])=[O:20])[CH:14]=2)=[C:6]([C:7]([NH:48][S:45]([CH3:44])(=[O:47])=[O:46])=[O:9])[CH:10]=1, predict the reactants needed to synthesize it. The reactants are: [Br:1][C:2]1[CH:3]=[CH:4][C:5]([NH:11][C:12](=[O:31])[C:13]2[CH:18]=[CH:17][CH:16]=[C:15]([S:19]([N:22]([C:24]3[CH:29]=[CH:28][C:27]([Cl:30])=[CH:26][CH:25]=3)[CH3:23])(=[O:21])=[O:20])[CH:14]=2)=[C:6]([CH:10]=1)[C:7]([OH:9])=O.C(N1C=CN=C1)(N1C=CN=C1)=O.[CH3:44][S:45]([NH2:48])(=[O:47])=[O:46]. (5) Given the product [Cl:18][C:19]1[CH:26]=[CH:25][C:22]([CH2:23][N:4]2[CH:5]=[CH:6][CH:7]=[C:2]([OH:1])[C:3]2=[O:8])=[CH:21][CH:20]=1, predict the reactants needed to synthesize it. The reactants are: [OH:1][C:2]1[C:3](=[O:8])[NH:4][CH:5]=[CH:6][CH:7]=1.C[Si](C)(C)N[Si](C)(C)C.[Cl:18][C:19]1[CH:26]=[CH:25][C:22]([CH2:23]Cl)=[CH:21][CH:20]=1.[I-].[K+]. (6) Given the product [C:1]([NH:5][C:6](=[O:11])[CH2:7][CH3:8])([CH3:4])([CH3:3])[CH3:2], predict the reactants needed to synthesize it. The reactants are: [C:1]([NH:5][C:6](=[O:11])[C:7](C)(C)[CH3:8])([CH3:4])([CH3:3])[CH3:2].C(N)(C)(C)C.C(N(CC)CC)C.C(Cl)(=O)CC. (7) Given the product [CH2:31]([C@@H:38]1[C:47]2[C:42](=[CH:43][CH:44]=[C:45]([O:48][CH3:49])[CH:46]=2)[CH2:41][CH2:40][C@@H:39]1[NH:50][C:51](=[O:54])[CH2:52][CH3:53])[C:32]1[CH:37]=[CH:36][CH:35]=[CH:34][CH:33]=1, predict the reactants needed to synthesize it. The reactants are: C[C@@H](PC)[C]1[C](P(C2C3C(=CC=CC=3)C=CC=2)C2C3C(=CC=CC=3)C=CC=2)[CH][CH][CH]1.[CH2:31]([C:38]1[C:47]2[C:42](=[CH:43][CH:44]=[C:45]([O:48][CH3:49])[CH:46]=2)[CH2:41][CH2:40][C:39]=1[NH:50][C:51](=[O:54])[CH2:52][CH3:53])[C:32]1[CH:37]=[CH:36][CH:35]=[CH:34][CH:33]=1.[H][H]. (8) Given the product [CH3:12][C:6]1([CH3:13])[C:5]2[C:10](=[CH:11][C:2]([C:22](=[O:28])[CH2:23][CH2:24][CH2:25][CH2:26][CH3:27])=[CH:3][CH:4]=2)[S:9][CH2:8][CH2:7]1, predict the reactants needed to synthesize it. The reactants are: Br[C:2]1[CH:11]=[C:10]2[C:5]([C:6]([CH3:13])([CH3:12])[CH2:7][CH2:8][S:9]2)=[CH:4][CH:3]=1.C([Li])CCC.CON(C)[C:22](=[O:28])[CH2:23][CH2:24][CH2:25][CH2:26][CH3:27]. (9) Given the product [Cl:24][C:25]1[CH:31]=[CH:30][C:28]([NH:29][C:12](=[O:13])[CH2:11][CH2:10][CH2:9][NH:8][C:6](=[O:7])[C:5]2[CH:15]=[C:16]([C:18]([F:21])([F:19])[F:20])[CH:17]=[C:3]([C:2]([F:22])([F:23])[F:1])[CH:4]=2)=[CH:27][CH:26]=1, predict the reactants needed to synthesize it. The reactants are: [F:1][C:2]([F:23])([F:22])[C:3]1[CH:4]=[C:5]([CH:15]=[C:16]([C:18]([F:21])([F:20])[F:19])[CH:17]=1)[C:6]([NH:8][CH2:9][CH2:10][CH2:11][C:12](O)=[O:13])=[O:7].[Cl:24][C:25]1[CH:31]=[CH:30][C:28]([NH2:29])=[CH:27][CH:26]=1.O.ON1C2C=CC=CC=2N=N1.C(N(CC)C(C)C)(C)C. (10) Given the product [CH3:1][O:2][C:3](=[O:11])[C:4]1[CH:9]=[CH:8][C:7]([CH:41]([OH:42])[CH2:40][C:30]2[CH:31]=[C:32]([C:35]3[S:36][CH:37]=[CH:38][CH:39]=3)[C:33]([O:46][CH3:45])=[CH:34][C:29]=2[O:28][CH3:27])=[CH:6][CH:5]=1, predict the reactants needed to synthesize it. The reactants are: [CH3:1][O:2][C:3](=[O:11])[C:4]1[CH:9]=[CH:8][C:7](I)=[CH:6][CH:5]=1.C([Mg]Cl)(C)C.C(C1C=CC([Mg]Cl)=CC=1)#N.[CH3:27][O:28][C:29]1[CH:34]=[CH:33][C:32]([C:35]2[S:36][CH:37]=[CH:38][CH:39]=2)=[CH:31][C:30]=1[CH2:40][CH:41]=[O:42].C1C[O:46][CH2:45]C1.